From a dataset of Full USPTO retrosynthesis dataset with 1.9M reactions from patents (1976-2016). Predict the reactants needed to synthesize the given product. (1) Given the product [CH3:12][C:10]1[C:9]2[C:15](=[O:16])[C:14](=[O:18])[S:13][C:8]=2[CH:7]=[C:6]([CH3:5])[CH:11]=1, predict the reactants needed to synthesize it. The reactants are: [Cl-].[Al+3].[Cl-].[Cl-].[CH3:5][C:6]1[CH:7]=[C:8]([SH:13])[CH:9]=[C:10]([CH3:12])[CH:11]=1.[C:14](Cl)(=[O:18])[C:15](Cl)=[O:16]. (2) Given the product [Br:1][CH2:2][C@H:3]([C:5]1[CH:12]=[CH:11][C:8]([C:9]#[N:10])=[CH:7][CH:6]=1)[O:4][Si:21]([C:24]([CH3:27])([CH3:26])[CH3:25])([CH3:23])[CH3:22], predict the reactants needed to synthesize it. The reactants are: [Br:1][CH2:2][C@H:3]([C:5]1[CH:12]=[CH:11][C:8]([C:9]#[N:10])=[CH:7][CH:6]=1)[OH:4].CC1C=CC=C(C)N=1.[Si:21](OS(C(F)(F)F)(=O)=O)([C:24]([CH3:27])([CH3:26])[CH3:25])([CH3:23])[CH3:22]. (3) Given the product [C:3]([N:6]1[C:14]2[C:9](=[CH:10][C:11]([CH:15]([OH:21])[CH2:16][CH2:17][N:18]([CH3:19])[CH3:20])=[CH:12][CH:13]=2)[CH2:8][CH2:7]1)(=[O:5])[CH3:4], predict the reactants needed to synthesize it. The reactants are: [BH4-].[Na+].[C:3]([N:6]1[C:14]2[C:9](=[CH:10][C:11]([C:15](=[O:21])[CH2:16][CH2:17][N:18]([CH3:20])[CH3:19])=[CH:12][CH:13]=2)[CH2:8][CH2:7]1)(=[O:5])[CH3:4].O. (4) The reactants are: [CH:1]([C:3]1[CH:4]=[N:5][NH:6][C:7]=1[C:8]([O:10]CC)=[O:9])=[O:2].CO.[OH-].[Na+].Cl. Given the product [CH:1]([C:3]1[CH:4]=[N:5][NH:6][C:7]=1[C:8]([OH:10])=[O:9])=[O:2], predict the reactants needed to synthesize it.